This data is from Full USPTO retrosynthesis dataset with 1.9M reactions from patents (1976-2016). The task is: Predict the reactants needed to synthesize the given product. (1) The reactants are: Br[C:2]1[CH:3]=[C:4]([CH:11]=[C:12]([Cl:14])[CH:13]=1)[CH2:5][N:6]1[CH:10]=[CH:9][N:8]=[CH:7]1.[CH:15]([C:17]1[CH:22]=[CH:21][C:20]([N:23]2[CH2:28][CH2:27][N:26]([C:29](=[O:31])[CH3:30])[CH2:25][CH2:24]2)=[CH:19][CH:18]=1)=[CH2:16].C(N(CC)CC)C. Given the product [N:6]1([CH2:5][C:4]2[CH:3]=[C:2]([CH:13]=[C:12]([Cl:14])[CH:11]=2)/[CH:16]=[CH:15]/[C:17]2[CH:18]=[CH:19][C:20]([N:23]3[CH2:24][CH2:25][N:26]([C:29](=[O:31])[CH3:30])[CH2:27][CH2:28]3)=[CH:21][CH:22]=2)[CH:10]=[CH:9][N:8]=[CH:7]1, predict the reactants needed to synthesize it. (2) Given the product [CH3:31][NH:32][C:1](=[O:3])[CH2:4][NH:5][C:6]([NH:8][CH2:9][C:10]1[CH:28]=[CH:27][C:13]([C:14]([N:16]2[C:22]3[CH:23]=[CH:24][CH:25]=[CH:26][C:21]=3[CH2:20][CH2:19][CH2:18][CH2:17]2)=[O:15])=[CH:12][C:11]=1[CH3:29])=[O:7], predict the reactants needed to synthesize it. The reactants are: [C:1]([CH2:4][NH:5][C:6]([NH:8][CH2:9][C:10]1[CH:28]=[CH:27][C:13]([C:14]([N:16]2[C:22]3[CH:23]=[CH:24][CH:25]=[CH:26][C:21]=3[CH2:20][CH2:19][CH2:18][CH2:17]2)=[O:15])=[CH:12][C:11]=1[CH3:29])=[O:7])([OH:3])=O.C[CH2:31][N:32](C(C)C)C(C)C.C1CN([P+](Br)(N2CCCC2)N2CCCC2)CC1.F[P-](F)(F)(F)(F)F.Cl.CN.